This data is from Catalyst prediction with 721,799 reactions and 888 catalyst types from USPTO. The task is: Predict which catalyst facilitates the given reaction. (1) Reactant: Br[CH2:2][C:3]1[CH:8]=[CH:7][CH:6]=[C:5]([CH3:9])[CH:4]=1.CC1(C)C(C)(C)OB([C:18]2[CH:19]=[C:20]([C:23]([O:25][CH3:26])=[O:24])[O:21][CH:22]=2)O1.O.C([O-])([O-])=O.[Na+].[Na+]. Product: [CH3:9][C:5]1[CH:4]=[C:3]([CH:8]=[CH:7][CH:6]=1)[CH2:2][C:18]1[CH:19]=[C:20]([C:23]([O:25][CH3:26])=[O:24])[O:21][CH:22]=1. The catalyst class is: 203. (2) Reactant: [C:1]1([C:7]2[N:11]([S:12]([C:15]3[CH:16]=[N:17][CH:18]=[CH:19][CH:20]=3)(=[O:14])=[O:13])[CH:10]=[C:9]([CH:21]=O)[CH:8]=2)[CH:6]=[CH:5][CH:4]=[CH:3][CH:2]=1.[CH2:23]([N:25](CC)[CH2:26]C)C.[ClH:30].CNC.C(O[BH-](OC(=O)C)OC(=O)C)(=O)C.[Na+]. Product: [ClH:30].[ClH:30].[CH3:23][N:25]([CH3:26])[CH2:21][C:9]1[CH:8]=[C:7]([C:1]2[CH:6]=[CH:5][CH:4]=[CH:3][CH:2]=2)[N:11]([S:12]([C:15]2[CH:16]=[N:17][CH:18]=[CH:19][CH:20]=2)(=[O:14])=[O:13])[CH:10]=1. The catalyst class is: 96. (3) Reactant: Cl.CN(C)CCCN=C=NCC.O.N1(O)[C:18]2[CH:19]=[CH:20][CH:21]=[CH:22][C:17]=2[N:16]=[N:15]1.C(N(CC)C(C)C)(C)C.C1(NN)C=CC=CC=1.Cl.[N:42]1[CH:47]=[CH:46][C:45]([CH2:48][C:49](O)=[O:50])=[CH:44][CH:43]=1.C(=O)(O)[O-].[Na+]. Product: [C:17]1([NH:16][NH:15][C:49](=[O:50])[CH2:48][C:45]2[CH:46]=[CH:47][N:42]=[CH:43][CH:44]=2)[CH:22]=[CH:21][CH:20]=[CH:19][CH:18]=1. The catalyst class is: 204. (4) Reactant: [C:1]([C:5]1[CH:13]=[CH:12][C:8]([C:9](O)=[O:10])=[CH:7][C:6]=1[O:14][CH3:15])([CH3:4])([CH3:3])[CH3:2].[H-].[H-].[H-].[H-].[Li+].[Al+3]. The catalyst class is: 1. Product: [C:1]([C:5]1[CH:13]=[CH:12][C:8]([CH2:9][OH:10])=[CH:7][C:6]=1[O:14][CH3:15])([CH3:4])([CH3:2])[CH3:3]. (5) Reactant: [CH2:1]([CH:8]1[N:13]([C:14]([C:16]2[CH:20]=[CH:19][N:18]([C:21]3[CH:26]=[CH:25][CH:24]=[CH:23][C:22]=3[NH:27][C:28](=[O:37])[CH2:29][CH2:30][CH2:31][C:32]([O:34]CC)=[O:33])[C:17]=2[C:38]2[CH:43]=[CH:42][CH:41]=[CH:40][CH:39]=2)=[O:15])[CH2:12][CH2:11][N:10]([C:44]([O:46][C:47]([CH3:50])([CH3:49])[CH3:48])=[O:45])[CH2:9]1)[C:2]1[CH:7]=[CH:6][CH:5]=[CH:4][CH:3]=1.[OH-].[Na+]. Product: [CH2:1]([CH:8]1[CH2:9][N:10]([C:44]([O:46][C:47]([CH3:50])([CH3:48])[CH3:49])=[O:45])[CH2:11][CH2:12][N:13]1[C:14]([C:16]1[CH:20]=[CH:19][N:18]([C:21]2[CH:26]=[CH:25][CH:24]=[CH:23][C:22]=2[NH:27][C:28](=[O:37])[CH2:29][CH2:30][CH2:31][C:32]([OH:34])=[O:33])[C:17]=1[C:38]1[CH:39]=[CH:40][CH:41]=[CH:42][CH:43]=1)=[O:15])[C:2]1[CH:7]=[CH:6][CH:5]=[CH:4][CH:3]=1. The catalyst class is: 8. (6) Reactant: [CH3:1][S:2](Cl)(=[O:4])=[O:3].C(N(CC)CC)C.[OH:13][CH:14]1[CH2:19][CH2:18][N:17]([C:20]([O:22][C:23]([CH3:26])([CH3:25])[CH3:24])=[O:21])[CH2:16][CH2:15]1.O1CCCC1. Product: [CH3:1][S:2]([O:13][CH:14]1[CH2:15][CH2:16][N:17]([C:20]([O:22][C:23]([CH3:26])([CH3:25])[CH3:24])=[O:21])[CH2:18][CH2:19]1)(=[O:4])=[O:3]. The catalyst class is: 84. (7) Reactant: [N:1]1[N:2]=[C:3]([C:10]2[CH:19]=[CH:18][C:17]3[C:12](=[C:13]([O:21][CH2:22][C:23]4([O:37][CH3:38])[CH2:29][CH2:28][CH2:27][N:26](C(OC(C)(C)C)=O)[CH2:25][CH2:24]4)[CH:14]=[C:15]([F:20])[CH:16]=3)[N:11]=2)[N:4]2[CH:9]=[CH:8][CH:7]=[CH:6][C:5]=12.FC(F)(F)C(O)=O. Product: [N:1]1[N:2]=[C:3]([C:10]2[CH:19]=[CH:18][C:17]3[C:12](=[C:13]([O:21][CH2:22][C:23]4([O:37][CH3:38])[CH2:29][CH2:28][CH2:27][NH:26][CH2:25][CH2:24]4)[CH:14]=[C:15]([F:20])[CH:16]=3)[N:11]=2)[N:4]2[CH:9]=[CH:8][CH:7]=[CH:6][C:5]=12. The catalyst class is: 2. (8) Reactant: [N:1]([C:4]1[CH:5]=[CH:6][C:7]([O:17][CH3:18])=[C:8]([N:10]([CH3:16])[CH2:11][CH2:12][N:13]([CH3:15])[CH3:14])[CH:9]=1)=[C:2]=[S:3].[OH:19][C:20]1[CH:29]=[C:28]([OH:30])[C:27]([CH:31]([CH3:33])[CH3:32])=[CH:26][C:21]=1[C:22]([NH:24][NH2:25])=O.[OH-].[Na+]. Product: [CH3:15][N:13]([CH3:14])[CH2:12][CH2:11][N:10]([CH3:16])[C:8]1[CH:9]=[C:4]([N:1]2[C:2]([SH:3])=[N:25][N:24]=[C:22]2[C:21]2[CH:26]=[C:27]([CH:31]([CH3:32])[CH3:33])[C:28]([OH:30])=[CH:29][C:20]=2[OH:19])[CH:5]=[CH:6][C:7]=1[O:17][CH3:18]. The catalyst class is: 40. (9) Reactant: [CH:1]1([NH2:7])[CH2:6][CH2:5][CH2:4][CH2:3][CH2:2]1.C([O:10][C:11]([C:13]1[C:14](=[O:26])[N:15]([CH3:25])[C:16]2[C:21]([C:22]=1[OH:23])=[CH:20][C:19]([CH3:24])=[CH:18][CH:17]=2)=O)C. Product: [CH:1]1([NH:7][C:11]([C:13]2[C:14](=[O:26])[N:15]([CH3:25])[C:16]3[C:21]([C:22]=2[OH:23])=[CH:20][C:19]([CH3:24])=[CH:18][CH:17]=3)=[O:10])[CH2:6][CH2:5][CH2:4][CH2:3][CH2:2]1. The catalyst class is: 93.